Dataset: Forward reaction prediction with 1.9M reactions from USPTO patents (1976-2016). Task: Predict the product of the given reaction. The product is: [Br:22][C:7]1[CH:6]=[CH:5][C:4]([CH:8]([NH:19][CH:20]=[O:21])[S:9]([C:12]2[CH:17]=[CH:16][C:15]([CH3:18])=[CH:14][CH:13]=2)(=[O:11])=[O:10])=[CH:3][CH:2]=1. Given the reactants I[C:2]1[CH:3]=[C:4]([CH:8]([NH:19][CH:20]=[O:21])[S:9]([C:12]2[CH:17]=[CH:16][C:15]([CH3:18])=[CH:14][CH:13]=2)(=[O:11])=[O:10])[CH:5]=[CH:6][CH:7]=1.[Br:22]C1C=CC(C=O)=CC=1, predict the reaction product.